From a dataset of Forward reaction prediction with 1.9M reactions from USPTO patents (1976-2016). Predict the product of the given reaction. The product is: [Cl:15][C:16]1[CH:21]=[C:20]([N+:22]([O-:24])=[O:23])[CH:19]=[CH:18][C:17]=1[N:7]1[CH2:6][CH2:5][N:4]([C:8]([O:10][C:11]([CH3:13])([CH3:12])[CH3:14])=[O:9])[CH2:3][C@H:2]1[CH3:1]. Given the reactants [CH3:1][C@H:2]1[NH:7][CH2:6][CH2:5][N:4]([C:8]([O:10][C:11]([CH3:14])([CH3:13])[CH3:12])=[O:9])[CH2:3]1.[Cl:15][C:16]1[CH:21]=[C:20]([N+:22]([O-:24])=[O:23])[CH:19]=[CH:18][C:17]=1F.CCN(C(C)C)C(C)C, predict the reaction product.